This data is from Full USPTO retrosynthesis dataset with 1.9M reactions from patents (1976-2016). The task is: Predict the reactants needed to synthesize the given product. (1) The reactants are: [NH2:1][C:2]1[CH:11]=[CH:10][C:9]([F:12])=[CH:8][C:3]=1[C:4]([O:6][CH3:7])=[O:5].C([BH3-])#N.[Na+].[F:17][C:18]([F:23])([F:22])[C:19](O)=O.O.FC(F)(F)C=O. Given the product [F:12][C:9]1[CH:10]=[CH:11][C:2]([NH:1][CH2:19][C:18]([F:23])([F:22])[F:17])=[C:3]([CH:8]=1)[C:4]([O:6][CH3:7])=[O:5], predict the reactants needed to synthesize it. (2) Given the product [NH2:12][C@@:13]1([C:32]([OH:33])=[O:42])[CH2:17][C@@H:16]([CH2:18][NH:19][CH2:1][C:2]2[CH:7]=[CH:6][CH:5]=[CH:4][CH:3]=2)[CH2:15][C@@H:14]1[CH2:20][CH2:21][CH2:22][B:23]([OH:24])[OH:27], predict the reactants needed to synthesize it. The reactants are: [CH:1](=O)[C:2]1[CH:7]=[CH:6][CH:5]=[CH:4][CH:3]=1.C([NH:12][C@@:13]1([C:32](NC(C)(C)C)=[O:33])[CH2:17][C@@H:16]([CH2:18][NH2:19])[CH2:15][C@@H:14]1[CH2:20][CH2:21][CH2:22][B:23]1[O:27]C(C)(C)C(C)(C)[O:24]1)(=O)C.[BH4-].[Na+].C[OH:42].